Dataset: Catalyst prediction with 721,799 reactions and 888 catalyst types from USPTO. Task: Predict which catalyst facilitates the given reaction. (1) Product: [CH3:23][S:21]([C:18]1[CH:19]=[CH:20][C:15]([CH2:14][N:7]2[C:8]3=[N:9][CH:10]=[CH:11][CH:12]=[C:13]3[C:5]([CH2:4][C:3]([OH:25])=[O:2])=[C:6]2[CH3:24])=[CH:16][CH:17]=1)=[O:22]. Reactant: C[O:2][C:3](=[O:25])[CH2:4][C:5]1[C:13]2[C:8](=[N:9][CH:10]=[CH:11][CH:12]=2)[N:7]([CH2:14][C:15]2[CH:20]=[CH:19][C:18]([S:21]([CH3:23])=[O:22])=[CH:17][CH:16]=2)[C:6]=1[CH3:24].[OH-].[Na+]. The catalyst class is: 36. (2) Reactant: [CH:1]([C:3]1[CH:8]=[N:7][CH:6]=[CH:5][N:4]=1)=[CH2:2].CO[CH2:11][N:12]([CH2:18][C:19]1[CH:24]=[CH:23][CH:22]=[CH:21][CH:20]=1)[CH2:13][Si](C)(C)C. Product: [CH2:18]([N:12]1[CH2:13][CH2:2][CH:1]([C:3]2[CH:8]=[N:7][CH:6]=[CH:5][N:4]=2)[CH2:11]1)[C:19]1[CH:24]=[CH:23][CH:22]=[CH:21][CH:20]=1. The catalyst class is: 55. (3) Reactant: [CH:1]1([CH:4]([C:11]2[CH:16]=[C:15]([NH:17][CH2:18][C:19]3[CH:24]=[CH:23][C:22]([C:25]4[CH:30]=[C:29]([O:31][CH3:32])[CH:28]=[CH:27][C:26]=4[F:33])=[C:21]([O:34][CH2:35][CH:36]([CH3:38])[CH3:37])[N:20]=3)[N:14]=[CH:13][N:12]=2)[CH2:5][C:6]([O:8][CH2:9][CH3:10])=[O:7])[CH2:3][CH2:2]1.[C:39](=O)([O-])[O-].[K+].[K+].IC.[H-].[Na+].[Cl-].[NH4+]. Product: [CH:1]1([CH:4]([C:11]2[CH:16]=[C:15]([N:17]([CH2:18][C:19]3[CH:24]=[CH:23][C:22]([C:25]4[CH:30]=[C:29]([O:31][CH3:32])[CH:28]=[CH:27][C:26]=4[F:33])=[C:21]([O:34][CH2:35][CH:36]([CH3:37])[CH3:38])[N:20]=3)[CH3:39])[N:14]=[CH:13][N:12]=2)[CH2:5][C:6]([O:8][CH2:9][CH3:10])=[O:7])[CH2:3][CH2:2]1. The catalyst class is: 3. (4) Reactant: [N+](C1C=NNC=1)([O-])=O.C1(P(C2C=CC=CC=2)C2C=CC=CC=2)C=CC=CC=1.N(C(OC(C)C)=O)=NC(OC(C)C)=O.[CH3:42][N:43]([CH3:60])[CH2:44][CH:45]([N:52]1[CH:56]=[C:55]([N+:57]([O-])=O)[CH:54]=[N:53]1)[C:46]1[CH:51]=[CH:50][CH:49]=[CH:48][CH:47]=1.[N+](C1C=CNN=1)([O-])=O. Product: [CH3:42][N:43]([CH3:60])[CH2:44][CH:45]([N:52]1[CH:56]=[C:55]([NH2:57])[CH:54]=[N:53]1)[C:46]1[CH:51]=[CH:50][CH:49]=[CH:48][CH:47]=1. The catalyst class is: 312.